From a dataset of Peptide-MHC class II binding affinity with 134,281 pairs from IEDB. Regression. Given a peptide amino acid sequence and an MHC pseudo amino acid sequence, predict their binding affinity value. This is MHC class II binding data. (1) The MHC is HLA-DPA10103-DPB10301 with pseudo-sequence HLA-DPA10103-DPB10301. The binding affinity (normalized) is 0.0679. The peptide sequence is EEFCTLASRFLVEED. (2) The peptide sequence is MSSKNMRWSPRIKFL. The MHC is DRB1_0101 with pseudo-sequence DRB1_0101. The binding affinity (normalized) is 0.337. (3) The peptide sequence is FMRFFTLGSITAQPV. The MHC is DRB1_1101 with pseudo-sequence DRB1_1101. The binding affinity (normalized) is 0.606. (4) The peptide sequence is PELVPEDPEDSA. The MHC is DRB1_1302 with pseudo-sequence DRB1_1302. The binding affinity (normalized) is 0. (5) The peptide sequence is IGSFFYFPSIGMQRT. The MHC is HLA-DQA10501-DQB10201 with pseudo-sequence HLA-DQA10501-DQB10201. The binding affinity (normalized) is 0.397. (6) The peptide sequence is AVKQAYAATVAAAPQ. The MHC is DRB1_0401 with pseudo-sequence DRB1_0401. The binding affinity (normalized) is 0.783. (7) The peptide sequence is NKHNRLYMEARPLEE. The binding affinity (normalized) is 0.241. The MHC is DRB5_0101 with pseudo-sequence DRB5_0101. (8) The peptide sequence is LDGVNLVASQPIFTG. The MHC is DRB4_0101 with pseudo-sequence DRB4_0103. The binding affinity (normalized) is 0.677. (9) The peptide sequence is LPKPPKPVSKMRMATPLLMQALPM. The MHC is DRB5_0101 with pseudo-sequence DRB5_0101. The binding affinity (normalized) is 0.683.